From a dataset of Forward reaction prediction with 1.9M reactions from USPTO patents (1976-2016). Predict the product of the given reaction. (1) Given the reactants [C:1]([C:9]1[CH:14]=[CH:13][CH:12]=[C:11]([C:15](=[O:22])[C:16]2[CH:21]=[CH:20][CH:19]=[CH:18][CH:17]=2)[CH:10]=1)(=[O:8])[C:2]1[CH:7]=[CH:6][CH:5]=[CH:4][CH:3]=1.[BH4-].[Na+], predict the reaction product. The product is: [C:1]([C:9]1[CH:10]=[C:11]([CH:12]=[CH:13][CH:14]=1)[CH:15]([OH:22])[C:16]1[CH:17]=[CH:18][CH:19]=[CH:20][CH:21]=1)(=[O:8])[C:2]1[CH:3]=[CH:4][CH:5]=[CH:6][CH:7]=1. (2) Given the reactants Br[C:2]1[C:3]([O:16][CH2:17][CH2:18][CH3:19])=[C:4]2[C:9](=[CH:10][CH:11]=1)[N:8]([C:12](=[O:14])[CH3:13])[C@@H:7]([CH3:15])[CH2:6][CH2:5]2.CC1(C)C(C)(C)OB([C:28]2[CH:29]=[N:30][N:31]([CH:33]3[CH2:38][CH2:37][N:36]([C:39]([O:41][C:42]([CH3:45])([CH3:44])[CH3:43])=[O:40])[CH2:35][CH2:34]3)[CH:32]=2)O1.C(=O)([O-])[O-].[Cs+].[Cs+], predict the reaction product. The product is: [C:12]([N:8]1[C:9]2[C:4](=[C:3]([O:16][CH2:17][CH2:18][CH3:19])[C:2]([C:28]3[CH:29]=[N:30][N:31]([CH:33]4[CH2:34][CH2:35][N:36]([C:39]([O:41][C:42]([CH3:45])([CH3:44])[CH3:43])=[O:40])[CH2:37][CH2:38]4)[CH:32]=3)=[CH:11][CH:10]=2)[CH2:5][CH2:6][C@@H:7]1[CH3:15])(=[O:14])[CH3:13]. (3) Given the reactants [CH3:1][O:2][C:3]([C@H:5]1[CH2:10][C@H:9]([C:11]([OH:13])=O)[CH2:8][N:7]([C:14]([O:16][C:17]([CH3:20])([CH3:19])[CH3:18])=[O:15])[CH2:6]1)=[O:4].[CH3:21][O:22][CH2:23][CH2:24][CH2:25][CH2:26][C:27]1([CH2:41][NH2:42])[C:40]2[CH:39]=[CH:38][CH:37]=[CH:36][C:35]=2[O:34][C:33]2[C:28]1=[CH:29][CH:30]=[CH:31][CH:32]=2, predict the reaction product. The product is: [CH3:1][O:2][C:3]([C@H:5]1[CH2:10][C@H:9]([C:11](=[O:13])[NH:42][CH2:41][C:27]2([CH2:26][CH2:25][CH2:24][CH2:23][O:22][CH3:21])[C:40]3[CH:39]=[CH:38][CH:37]=[CH:36][C:35]=3[O:34][C:33]3[C:28]2=[CH:29][CH:30]=[CH:31][CH:32]=3)[CH2:8][N:7]([C:14]([O:16][C:17]([CH3:20])([CH3:19])[CH3:18])=[O:15])[CH2:6]1)=[O:4]. (4) Given the reactants [BH4-].[Na+].CO.[CH3:5][O:6][C:7](=[O:32])[CH2:8][CH2:9][CH2:10][CH:11]=[CH:12][CH2:13][N:14]1[C@@H:19](/[CH:20]=[CH:21]/[C:22](=[O:30])[CH2:23][C:24]2[CH:29]=[CH:28][CH:27]=[CH:26][CH:25]=2)[CH2:18][CH2:17][CH2:16][C:15]1=[O:31], predict the reaction product. The product is: [CH3:5][O:6][C:7](=[O:32])[CH2:8][CH2:9][CH2:10]/[CH:11]=[CH:12]\[CH2:13][N:14]1[C:15](=[O:31])[CH2:16][CH2:17][CH2:18][C@@H:19]1/[CH:20]=[CH:21]/[CH:22]([OH:30])[CH2:23][C:24]1[CH:29]=[CH:28][CH:27]=[CH:26][CH:25]=1. (5) Given the reactants [Cl:1][C:2]1[CH:3]=[CH:4][C:5]2[N:11]3[CH:12]=[CH:13][CH:14]=[C:10]3[C@@H:9]([CH2:15][CH2:16][OH:17])[O:8][C@H:7]([C:18]3[C:23]([F:24])=[CH:22][CH:21]=[C:20]([O:25][CH3:26])[C:19]=3[O:27][CH3:28])[C:6]=2[CH:29]=1.C(N(CC)CC)C.[CH3:37][S:38](Cl)(=[O:40])=[O:39], predict the reaction product. The product is: [CH3:37][S:38]([O:17][CH2:16][CH2:15][C@H:9]1[O:8][C@H:7]([C:18]2[C:23]([F:24])=[CH:22][CH:21]=[C:20]([O:25][CH3:26])[C:19]=2[O:27][CH3:28])[C:6]2[CH:29]=[C:2]([Cl:1])[CH:3]=[CH:4][C:5]=2[N:11]2[CH:12]=[CH:13][CH:14]=[C:10]12)(=[O:40])=[O:39]. (6) Given the reactants [F:1][C:2]1[C:3]([C:33]2[S:37][C:36]([C:38]3([OH:42])[CH2:41][CH2:40][CH2:39]3)=[N:35][CH:34]=2)=[C:4]2[CH:10]=[C:9]([C:11]3[CH:16]=[C:15]([O:17][CH3:18])[C:14]([O:19][CH3:20])=[C:13]([O:21][CH3:22])[CH:12]=3)[N:8](S(C3C=CC(C)=CC=3)(=O)=O)[C:5]2=[N:6][CH:7]=1.Cl, predict the reaction product. The product is: [F:1][C:2]1[C:3]([C:33]2[S:37][C:36]([C:38]3([OH:42])[CH2:41][CH2:40][CH2:39]3)=[N:35][CH:34]=2)=[C:4]2[CH:10]=[C:9]([C:11]3[CH:16]=[C:15]([O:17][CH3:18])[C:14]([O:19][CH3:20])=[C:13]([O:21][CH3:22])[CH:12]=3)[NH:8][C:5]2=[N:6][CH:7]=1.